This data is from Drug-target binding data from BindingDB patent sources. The task is: Regression. Given a target protein amino acid sequence and a drug SMILES string, predict the binding affinity score between them. We predict pAffinity (pAffinity = -log10(affinity in M)). Dataset: bindingdb_patent. (1) The compound is COC(=O)Nc1ccc(cc1)-c1c[nH]c(n1)C1(O)CCCc2cc(c[n+]([O-])c12)-c1cc(Cl)ccc1-n1cnnn1. The target protein (P03951) has sequence MIFLYQVVHFILFTSVSGECVTQLLKDTCFEGGDITTVFTPSAKYCQVVCTYHPRCLLFTFTAESPSEDPTRWFTCVLKDSVTETLPRVNRTAAISGYSFKQCSHQISACNKDIYVDLDMKGINYNSSVAKSAQECQERCTDDVHCHFFTYATRQFPSLEHRNICLLKHTQTGTPTRITKLDKVVSGFSLKSCALSNLACIRDIFPNTVFADSNIDSVMAPDAFVCGRICTHHPGCLFFTFFSQEWPKESQRNLCLLKTSESGLPSTRIKKSKALSGFSLQSCRHSIPVFCHSSFYHDTDFLGEELDIVAAKSHEACQKLCTNAVRCQFFTYTPAQASCNEGKGKCYLKLSSNGSPTKILHGRGGISGYTLRLCKMDNECTTKIKPRIVGGTASVRGEWPWQVTLHTTSPTQRHLCGGSIIGNQWILTAAHCFYGVESPKILRVYSGILNQSEIKEDTSFFGVQEIIIHDQYKMAESGYDIALLKLETTVNYTDSQRPIC.... The pAffinity is 6.0. (2) The drug is COc1ccccc1-n1c(C)nc(C(=O)NCCCN2CCN(CC2)c2cccc(Cl)c2C)c1C. The target protein (P31645) has sequence METTPLNSQKQLSACEDGEDCQENGVLQKVVPTPGDKVESGQISNGYSAVPSPGAGDDTRHSIPATTTTLVAELHQGERETWGKKVDFLLSVIGYAVDLGNVWRFPYICYQNGGGAFLLPYTIMAIFGGIPLFYMELALGQYHRNGCISIWRKICPIFKGIGYAICIIAFYIASYYNTIMAWALYYLISSFTDQLPWTSCKNSWNTGNCTNYFSEDNITWTLHSTSPAEEFYTRHVLQIHRSKGLQDLGGISWQLALCIMLIFTVIYFSIWKGVKTSGKVVWVTATFPYIILSVLLVRGATLPGAWRGVLFYLKPNWQKLLETGVWIDAAAQIFFSLGPGFGVLLAFASYNKFNNNCYQDALVTSVVNCMTSFVSGFVIFTVLGYMAEMRNEDVSEVAKDAGPSLLFITYAEAIANMPASTFFAIIFFLMLITLGLDSTFAGLEGVITAVLDEFPHVWAKRRERFVLAVVITCFFGSLVTLTFGGAYVVKLLEEYATGPA.... The pAffinity is 7.8.